This data is from Full USPTO retrosynthesis dataset with 1.9M reactions from patents (1976-2016). The task is: Predict the reactants needed to synthesize the given product. (1) Given the product [Cl:8][C:5]1[CH:6]=[CH:7][C:2]([N:11]2[CH2:16][CH2:15][CH:14]([C:17]([O:19][CH3:20])=[O:18])[CH2:13][CH2:12]2)=[CH:3][C:4]=1[O:9][CH3:10], predict the reactants needed to synthesize it. The reactants are: Br[C:2]1[CH:7]=[CH:6][C:5]([Cl:8])=[C:4]([O:9][CH3:10])[CH:3]=1.[NH:11]1[CH2:16][CH2:15][CH:14]([C:17]([O:19][CH3:20])=[O:18])[CH2:13][CH2:12]1. (2) Given the product [Si:14]([O:13][CH2:12][C@@H:11]1[CH2:10][N:9]([C@H:21]([C:23]2[CH:28]=[CH:27][CH:26]=[CH:25][CH:24]=2)[CH3:22])[CH2:8][C@@H:7]1[CH2:5][NH:4][CH:1]1[CH2:2][CH2:3]1)([C:17]([CH3:20])([CH3:18])[CH3:19])([CH3:16])[CH3:15], predict the reactants needed to synthesize it. The reactants are: [CH:1]1([NH:4][C:5]([C@@H:7]2[C@H:11]([CH2:12][O:13][Si:14]([C:17]([CH3:20])([CH3:19])[CH3:18])([CH3:16])[CH3:15])[CH2:10][N:9]([C@H:21]([C:23]3[CH:28]=[CH:27][CH:26]=[CH:25][CH:24]=3)[CH3:22])[CH2:8]2)=O)[CH2:3][CH2:2]1.C(=O)([O-])[O-].[Na+].[Na+].